Dataset: Forward reaction prediction with 1.9M reactions from USPTO patents (1976-2016). Task: Predict the product of the given reaction. (1) Given the reactants [C:1]([NH:8][CH2:9][CH2:10][OH:11])([O:3][C:4]([CH3:7])([CH3:6])[CH3:5])=[O:2].[H-].[Na+].[N+:14]([C:17]1[CH:24]=[CH:23][CH:22]=[CH:21][C:18]=1[CH2:19]Br)([O-:16])=[O:15].C(=O)([O-])O.[Na+], predict the reaction product. The product is: [N+:14]([C:17]1[CH:24]=[CH:23][CH:22]=[CH:21][C:18]=1[CH2:19][O:11][CH2:10][CH2:9][NH:8][C:1](=[O:2])[O:3][C:4]([CH3:5])([CH3:6])[CH3:7])([O-:16])=[O:15]. (2) The product is: [CH2:10]([NH:17][CH:4]1[CH2:5][CH2:6][CH2:7][C:2]([CH3:9])([CH3:1])[CH2:3]1)[C:11]1[CH:16]=[CH:15][CH:14]=[CH:13][CH:12]=1. Given the reactants [CH3:1][C:2]1([CH3:9])[CH2:7][CH2:6][CH2:5][C:4](=O)[CH2:3]1.[CH2:10]([NH2:17])[C:11]1[CH:16]=[CH:15][CH:14]=[CH:13][CH:12]=1.C(O[BH-](OC(=O)C)OC(=O)C)(=O)C.[Na+].C(O)(=O)C, predict the reaction product.